Dataset: Reaction yield outcomes from USPTO patents with 853,638 reactions. Task: Predict the reaction yield, written as a fraction of the theoretical maximum amount of product (1.0 means a 100% yield; for example, 0.34 means a 34% yield). (1) The reactants are [O:1]=[C:2]1[NH:11][CH2:10][C:9]2[C:4](=[CH:5][C:6]([N:12]3[CH2:17][CH2:16][N:15](C(OC(C)(C)C)=O)[CH2:14][CH2:13]3)=[CH:7][CH:8]=2)[NH:3]1.C(O)(C(F)(F)F)=O. The catalyst is C(Cl)Cl.C1COCC1. The product is [N:12]1([C:6]2[CH:5]=[C:4]3[C:9]([CH2:10][NH:11][C:2](=[O:1])[NH:3]3)=[CH:8][CH:7]=2)[CH2:17][CH2:16][NH:15][CH2:14][CH2:13]1. The yield is 0.960. (2) The reactants are [H-].[Na+].[CH3:3][C:4]([CH3:17])([CH3:16])/[C:5](/[O:9][CH2:10][C:11]([O:13][CH2:14][CH3:15])=[O:12])=[CH:6]/[C:7]#[N:8].[NH4+].[Cl-]. No catalyst specified. The product is [NH2:8][C:7]1[CH:6]=[C:5]([C:4]([CH3:16])([CH3:17])[CH3:3])[O:9][C:10]=1[C:11]([O:13][CH2:14][CH3:15])=[O:12]. The yield is 0.880. (3) The reactants are [CH2:1]([N:3]1[C:11]2[C:6](=[CH:7][CH:8]=[C:9]([O:12][CH3:13])[CH:10]=2)[C:5]([C:14](=[N:16][OH:17])[CH3:15])=[CH:4]1)[CH3:2].[Li][CH2:19]CCC.CN(C=O)C.OS(O)(=O)=O. The catalyst is C1COCC1.O. The product is [CH2:1]([N:3]1[C:11]2[C:6](=[CH:7][CH:8]=[C:9]([O:12][CH3:13])[CH:10]=2)[C:5]([C:14]2[CH:15]=[CH:19][O:17][N:16]=2)=[CH:4]1)[CH3:2]. The yield is 0.120. (4) The reactants are [Cl:1][C:2]1[CH:30]=[CH:29][C:5]2[N:6]3[C:10]([CH2:11][N:12]([CH2:15][C:16]4[CH:21]=[CH:20][C:19]([O:22][CH3:23])=[CH:18][C:17]=4[O:24][CH3:25])[C:13](=[O:14])[C:4]=2[CH:3]=1)=[C:9]([C:26]([NH2:28])=O)[N:8]=[CH:7]3.P(Cl)(Cl)(Cl)=O. The catalyst is O1CCOCC1. The product is [Cl:1][C:2]1[CH:30]=[CH:29][C:5]2[N:6]3[C:10]([CH2:11][N:12]([CH2:15][C:16]4[CH:21]=[CH:20][C:19]([O:22][CH3:23])=[CH:18][C:17]=4[O:24][CH3:25])[C:13](=[O:14])[C:4]=2[CH:3]=1)=[C:9]([C:26]#[N:28])[N:8]=[CH:7]3. The yield is 0.610. (5) The reactants are [N+:1]([C:4]1[CH:5]=[C:6]([CH:12]=[CH:13][C:14]=1[N+:15]([O-])=O)[O:7][CH2:8][C:9]([O-:11])=[O:10])([O-])=O.[CH2:18]1COC[CH2:19]1.[H][H].[ClH:25]. The catalyst is [Ni].CO.O1CCOCC1.CCO. The product is [ClH:25].[ClH:25].[NH2:1][C:4]1[CH:5]=[C:6]([CH:12]=[CH:13][C:14]=1[NH2:15])[O:7][CH2:8][C:9]([O:11][CH2:18][CH3:19])=[O:10]. The yield is 0.830. (6) The yield is 0.810. The reactants are [Cl:1][C:2]1[S:6][C:5]([S:7]([NH2:10])(=[O:9])=[O:8])=[CH:4][CH:3]=1.[OH-].[Na+].[N+:13]([C:16]1[CH:24]=[CH:23][C:19]([C:20](Cl)=[O:21])=[CH:18][CH:17]=1)([O-:15])=[O:14].Cl. The catalyst is CC(C)=O. The product is [Cl:1][C:2]1[S:6][C:5]([S:7]([NH:10][C:20]([C:19]2[CH:18]=[CH:17][C:16]([N+:13]([O-:15])=[O:14])=[CH:24][CH:23]=2)=[O:21])(=[O:9])=[O:8])=[CH:4][CH:3]=1.